From a dataset of Forward reaction prediction with 1.9M reactions from USPTO patents (1976-2016). Predict the product of the given reaction. Given the reactants [Li+].[CH3:2][Si:3]([N-:6][Si:7]([CH3:10])([CH3:9])[CH3:8])([CH3:5])[CH3:4], predict the reaction product. The product is: [CH3:2][Si:3]([NH:6][Si:7]([CH3:10])([CH3:9])[CH3:8])([CH3:5])[CH3:4].